This data is from Reaction yield outcomes from USPTO patents with 853,638 reactions. The task is: Predict the reaction yield, written as a fraction of the theoretical maximum amount of product (1.0 means a 100% yield; for example, 0.34 means a 34% yield). (1) The reactants are [CH:1]1([NH2:4])[CH2:3][CH2:2]1.[Cl:5][C:6]1[CH:7]=[C:8]([CH:12]=[CH:13][C:14]=1[F:15])[C:9](O)=[O:10]. No catalyst specified. The product is [Cl:5][C:6]1[CH:7]=[C:8]([CH:12]=[CH:13][C:14]=1[F:15])[C:9]([NH:4][CH:1]1[CH2:3][CH2:2]1)=[O:10]. The yield is 0.890. (2) The reactants are COC(C1C=C(O)C2C(=C(OCC3C=CC=CC=3)C=C(C#CCOCC3C=CC=CC=3)C=2)N=1)=O.C([O:42][C:43]([C:45]1[CH:54]=[C:53]([O:55]CC2C=CC=CC=2)[C:52]2[C:47](=[C:48]([O:74]CC3C=CC=CC=3)[C:49]([C:63]#[C:64][CH2:65][O:66]CC3C=CC=CC=3)=[CH:50][CH:51]=2)[N:46]=1)=[O:44])C1C=CC=CC=1. No catalyst specified. The product is [OH:55][C:53]1[C:52]2[C:47](=[C:48]([OH:74])[C:49]([CH2:63][CH2:64][CH2:65][OH:66])=[CH:50][CH:51]=2)[N:46]=[C:45]([C:43]([OH:44])=[O:42])[CH:54]=1. The yield is 0.500. (3) The reactants are [CH2:1]([C:8]1[N:13]=[N:12][C:11]([N:14]2[CH2:19][CH2:18][C:17]([OH:38])([C:20]3[CH:25]=[CH:24][C:23]([C:26]([CH3:37])([O:28]COCC[Si](C)(C)C)[CH3:27])=[CH:22][N:21]=3)[CH2:16][CH2:15]2)=[C:10]([CH3:39])[C:9]=1[CH3:40])[C:2]1[CH:7]=[CH:6][CH:5]=[CH:4][CH:3]=1.C(O)(C(F)(F)F)=O. The catalyst is C(Cl)Cl. The product is [CH2:1]([C:8]1[N:13]=[N:12][C:11]([N:14]2[CH2:15][CH2:16][C:17]([OH:38])([C:20]3[CH:25]=[CH:24][C:23]([C:26]([OH:28])([CH3:37])[CH3:27])=[CH:22][N:21]=3)[CH2:18][CH2:19]2)=[C:10]([CH3:39])[C:9]=1[CH3:40])[C:2]1[CH:7]=[CH:6][CH:5]=[CH:4][CH:3]=1. The yield is 0.500. (4) The reactants are [CH2:1]([NH:8][CH:9]=[O:10])[C:2]1[CH:7]=[CH:6][CH:5]=[CH:4][CH:3]=1.I[C:12]1[CH:13]=[C:14]([CH3:19])[CH:15]=[C:16]([CH3:18])[CH:17]=1. No catalyst specified. The product is [CH2:1]([N:8]([C:12]1[CH:17]=[C:16]([CH3:18])[CH:15]=[C:14]([CH3:19])[CH:13]=1)[CH:9]=[O:10])[C:2]1[CH:7]=[CH:6][CH:5]=[CH:4][CH:3]=1. The yield is 0.990. (5) The reactants are ClCCl.[NH2:4][C:5]1[CH:13]=[C:12]([F:14])[CH:11]=[CH:10][C:6]=1[C:7]([OH:9])=[O:8].C(=O)([O-])O.[Na+].[I:20](Cl)(=O)=O.I(Cl)(=O)=O.C([N+](C)(C)C)C1C=CC=CC=1. The catalyst is CO. The product is [NH2:4][C:5]1[CH:13]=[C:12]([F:14])[C:11]([I:20])=[CH:10][C:6]=1[C:7]([OH:9])=[O:8]. The yield is 0.770. (6) The catalyst is C1COCC1. The reactants are C([O:3][C:4]([C:6]1[CH:7]=[C:8]2[C:12](=[CH:13][C:14]=1[NH:15][C:16]([C:18]1[C:27](=[O:28])[C:26]3[C:21](=[CH:22][CH:23]=[CH:24][CH:25]=3)[NH:20][CH:19]=1)=[O:17])[NH:11][CH:10]=[CH:9]2)=[O:5])C.[OH-].[Na+]. The product is [O:28]=[C:27]1[C:26]2[C:21](=[CH:22][CH:23]=[CH:24][CH:25]=2)[NH:20][CH:19]=[C:18]1[C:16]([NH:15][C:14]1[CH:13]=[C:12]2[C:8]([CH:9]=[CH:10][NH:11]2)=[CH:7][C:6]=1[C:4]([OH:5])=[O:3])=[O:17]. The yield is 0.930.